The task is: Regression/Classification. Given a drug SMILES string, predict its absorption, distribution, metabolism, or excretion properties. Task type varies by dataset: regression for continuous measurements (e.g., permeability, clearance, half-life) or binary classification for categorical outcomes (e.g., BBB penetration, CYP inhibition). Dataset: bbb_martins.. This data is from Blood-brain barrier penetration binary classification data from Martins et al.. (1) The compound is CC(CN(C)C)CN1c2ccccc2Sc2ccccc21. The result is 1 (penetrates BBB). (2) The result is 0 (does not penetrate BBB). The molecule is CC1(C)S[C@@H]2[C@H](NC(=O)C34C[C@@H]5C[C@@H](CC(N)(C5)C3)C4)C(=O)N2[C@H]1C(=O)O. (3) The drug is CN(C)CCC=C1c2ccccc2COc2ccccc21. The result is 1 (penetrates BBB). (4) The compound is Cn1cc(CCN2CCN(c3ccccc3Cl)CC2)cn1. The result is 1 (penetrates BBB). (5) The molecule is COC(=O)[C@H]1[C@H]2C[C@@H]3c4[nH]c5ccc(Cl)cc5c4CCN3C[C@H]2C[C@@H](OC(=O)c2cc(OC)c(OC)c(OC)c2)[C@@H]1OC. The result is 1 (penetrates BBB). (6) The drug is CC1CN(C)CC2Cc3c(ccc4ccccc34)OC12O. The result is 1 (penetrates BBB). (7) The molecule is CCc1c(O)c(=O)ccn1CCCCO. The result is 0 (does not penetrate BBB). (8) The drug is CC(=O)[C@@]1(O)[C@@H](C)C[C@H]2[C@@H]3CCC4=CC(=O)C=C[C@]4(C)[C@@]3(F)[C@@H](O)C[C@@]21C. The result is 1 (penetrates BBB).